Regression. Given a peptide amino acid sequence and an MHC pseudo amino acid sequence, predict their binding affinity value. This is MHC class I binding data. From a dataset of Peptide-MHC class I binding affinity with 185,985 pairs from IEDB/IMGT. (1) The peptide sequence is AETQHGTIV. The MHC is HLA-B44:03 with pseudo-sequence HLA-B44:03. The binding affinity (normalized) is 0.499. (2) The peptide sequence is WMLSPLTWF. The MHC is HLA-A02:01 with pseudo-sequence HLA-A02:01. The binding affinity (normalized) is 0.310. (3) The peptide sequence is LSPRTLNAW. The MHC is HLA-B40:01 with pseudo-sequence HLA-B40:01. The binding affinity (normalized) is 0.0317. (4) The peptide sequence is KVFDKSLLY. The MHC is HLA-A26:01 with pseudo-sequence HLA-A26:01. The binding affinity (normalized) is 0.310. (5) The binding affinity (normalized) is 0.214. The MHC is H-2-Db with pseudo-sequence H-2-Db. The peptide sequence is MSHLNLTMP. (6) The peptide sequence is HIGHHYIWIK. The MHC is HLA-A33:01 with pseudo-sequence HLA-A33:01. The binding affinity (normalized) is 0.192.